Task: Regression/Classification. Given a drug SMILES string, predict its absorption, distribution, metabolism, or excretion properties. Task type varies by dataset: regression for continuous measurements (e.g., permeability, clearance, half-life) or binary classification for categorical outcomes (e.g., BBB penetration, CYP inhibition). Dataset: cyp1a2_veith.. Dataset: CYP1A2 inhibition data for predicting drug metabolism from PubChem BioAssay (1) The compound is Ic1ccc2c(c1)N(c1ccccc1)c1cc(Nc3ccc4nc5ccc(I)cc5[n+](-c5ccccc5)c4c3)ccc1N2. The result is 1 (inhibitor). (2) The compound is Oc1ccc2c3c1O[C@H]1c4[nH]c5ccccc5c4C[C@]4(O)[C@H](C2)N(CC2CC2)CC[C@@]314. The result is 0 (non-inhibitor).